Task: Predict the reactants needed to synthesize the given product.. Dataset: Full USPTO retrosynthesis dataset with 1.9M reactions from patents (1976-2016) (1) Given the product [N:12]1[CH:13]=[CH:14][CH:15]=[C:10]([CH:7]2[CH2:6][CH2:5][C:4](=[O:3])[CH2:9][CH2:8]2)[CH:11]=1, predict the reactants needed to synthesize it. The reactants are: C1O[C:4]2([CH2:9][CH2:8][CH:7]([C:10]3[CH:11]=[N:12][CH:13]=[CH:14][CH:15]=3)[CH2:6][CH2:5]2)[O:3]C1.Cl. (2) Given the product [F:1][CH:2]([CH2:3][NH:19][CH:20]1[CH2:21][C:22](=[O:36])[N:23]([C:25]2[CH:26]=[CH:27][C:28]3[O:33][CH2:32][C:31](=[O:34])[NH:30][C:29]=3[CH:35]=2)[CH2:24]1)[CH2:5][N:6]1[C:11](=[O:12])[CH:10]=[N:9][C:8]2[CH:13]=[CH:14][C:15]([O:17][CH3:18])=[N:16][C:7]1=2, predict the reactants needed to synthesize it. The reactants are: [F:1][CH:2]([CH2:5][N:6]1[C:11](=[O:12])[CH:10]=[N:9][C:8]2[CH:13]=[CH:14][C:15]([O:17][CH3:18])=[N:16][C:7]1=2)[CH:3]=O.[NH2:19][CH:20]1[CH2:24][N:23]([C:25]2[CH:26]=[CH:27][C:28]3[O:33][CH2:32][C:31](=[O:34])[NH:30][C:29]=3[CH:35]=2)[C:22](=[O:36])[CH2:21]1.C(O)(=O)C.S([O-])([O-])(=O)=O.[Na+].[Na+].C(O[BH-](OC(=O)C)OC(=O)C)(=O)C.[Na+]. (3) The reactants are: Br[C:2]1[C:7](=[O:8])[N:6]([CH2:9][C:10]2[CH:15]=[CH:14][C:13]([C:16]3[C:17]([C:22]#[N:23])=[CH:18][CH:19]=[CH:20][CH:21]=3)=[CH:12][CH:11]=2)[C:5]([O:24][CH2:25][CH3:26])=[N:4][C:3]=1[CH3:27].[CH3:28][CH:29]1[CH2:33][C:32]2[CH:34]=[C:35](B(O)O)[CH:36]=[CH:37][C:31]=2[O:30]1.C(=O)([O-])[O-].[Cs+].[Cs+]. Given the product [CH2:25]([O:24][C:5]1[N:6]([CH2:9][C:10]2[CH:15]=[CH:14][C:13]([C:16]3[C:17]([C:22]#[N:23])=[CH:18][CH:19]=[CH:20][CH:21]=3)=[CH:12][CH:11]=2)[C:7](=[O:8])[C:2]([C:35]2[CH:36]=[CH:37][C:31]3[O:30][CH:29]([CH3:28])[CH2:33][C:32]=3[CH:34]=2)=[C:3]([CH3:27])[N:4]=1)[CH3:26], predict the reactants needed to synthesize it. (4) The reactants are: [CH3:1][O:2][C:3]1[CH:4]=[C:5]([C:11](=O)[CH2:12][CH2:13][N:14](C)C)[CH:6]=[CH:7][C:8]=1[O:9][CH3:10].O.[NH2:19]N. Given the product [CH3:1][O:2][C:3]1[CH:4]=[C:5]([C:11]2[CH2:12][CH2:13][NH:14][N:19]=2)[CH:6]=[CH:7][C:8]=1[O:9][CH3:10], predict the reactants needed to synthesize it. (5) Given the product [C:39]([O:38][C:36]([NH:43][CH2:44][C:45]([O:30][C@H:26]1[CH2:27][CH2:28][CH2:29][C@@H:25]1[NH:24][C:22]1[CH:23]=[C:15]([N:5]2[C:6]3[CH2:7][C:8]([CH3:14])([CH3:13])[CH2:9][C:10](=[O:12])[C:11]=3[C:3]([CH2:1][CH3:2])=[N:4]2)[CH:16]=[C:17]([F:31])[C:18]=1[C:19](=[O:20])[NH2:21])=[O:46])=[O:37])([CH3:42])([CH3:41])[CH3:40], predict the reactants needed to synthesize it. The reactants are: [CH2:1]([C:3]1[C:11]2[C:10](=[O:12])[CH2:9][C:8]([CH3:14])([CH3:13])[CH2:7][C:6]=2[N:5]([C:15]2[CH:23]=[C:22]([NH:24][CH:25]3[CH2:29][CH2:28][CH2:27][CH:26]3[OH:30])[C:18]([C:19]([NH2:21])=[O:20])=[C:17]([F:31])[CH:16]=2)[N:4]=1)[CH3:2].C(Cl)CCl.[C:36]([NH:43][CH2:44][C:45](O)=[O:46])([O:38][C:39]([CH3:42])([CH3:41])[CH3:40])=[O:37]. (6) Given the product [NH2:3][C:4]1[N:5]=[N:6][C:7]([Cl:10])=[CH:8][C:9]=1[Br:1], predict the reactants needed to synthesize it. The reactants are: [Br:1]Br.[NH2:3][C:4]1[N:5]=[N:6][C:7]([Cl:10])=[CH:8][CH:9]=1.C(=O)(O)[O-].[Na+]. (7) Given the product [Cl:10][CH2:11][C:12]([NH:14][CH2:15][C:4]1[CH:5]=[C:6]([F:8])[CH:7]=[C:2]([F:1])[C:3]=1[OH:9])=[O:13], predict the reactants needed to synthesize it. The reactants are: [F:1][C:2]1[CH:7]=[C:6]([F:8])[CH:5]=[CH:4][C:3]=1[OH:9].[Cl:10][CH2:11][C:12]([NH:14][CH2:15]O)=[O:13].S(=O)(=O)(O)O. (8) Given the product [CH2:18]([N:12]1[C:13]([CH3:17])([CH3:16])[CH2:14][O:15][C:10]([CH2:7][CH:8]=[O:2])([CH3:26])[C:11]1=[O:25])[C:19]1[CH:24]=[CH:23][CH:22]=[CH:21][CH:20]=1, predict the reactants needed to synthesize it. The reactants are: I([O-])(=O)(=O)=[O:2].[Na+].[CH2:7]([C:10]1([CH3:26])[O:15][CH2:14][C:13]([CH3:17])([CH3:16])[N:12]([CH2:18][C:19]2[CH:24]=[CH:23][CH:22]=[CH:21][CH:20]=2)[C:11]1=[O:25])[CH:8]=C. (9) Given the product [CH2:1]([N:3]1[C:7]([O:8][S:44]([C:41]2[CH:42]=[CH:43][C:38]([CH3:48])=[CH:39][CH:40]=2)(=[O:46])=[O:45])=[C:6]([C:9]([C:11]2[C:12](=[O:30])[N:13]([CH2:23][C:24]3[CH:29]=[CH:28][CH:27]=[CH:26][CH:25]=3)[C:14]([C:17]3[CH:22]=[CH:21][CH:20]=[CH:19][CH:18]=3)=[N:15][CH:16]=2)=[O:10])[CH:5]=[N:4]1)[CH3:2], predict the reactants needed to synthesize it. The reactants are: [CH2:1]([N:3]1[C:7]([OH:8])=[C:6]([C:9]([C:11]2[C:12](=[O:30])[N:13]([CH2:23][C:24]3[CH:29]=[CH:28][CH:27]=[CH:26][CH:25]=3)[C:14]([C:17]3[CH:22]=[CH:21][CH:20]=[CH:19][CH:18]=3)=[N:15][CH:16]=2)=[O:10])[CH:5]=[N:4]1)[CH3:2].C(N(CC)CC)C.[C:38]1([CH3:48])[CH:43]=[CH:42][C:41]([S:44](Cl)(=[O:46])=[O:45])=[CH:40][CH:39]=1.[Cl-].[NH4+].